This data is from M1 muscarinic receptor agonist screen with 61,833 compounds. The task is: Binary Classification. Given a drug SMILES string, predict its activity (active/inactive) in a high-throughput screening assay against a specified biological target. The molecule is O=C(N1CCCc2c1cccc2)CN1CCC(NC(=O)Cc2cc(OC)c(OC)cc2)CC1. The result is 0 (inactive).